This data is from Catalyst prediction with 721,799 reactions and 888 catalyst types from USPTO. The task is: Predict which catalyst facilitates the given reaction. (1) The catalyst class is: 802. Product: [F:17][C:14]1[CH:15]=[CH:16][C:11]([C@@H:9]([NH:8][C:6]2[CH:5]=[C:4]([C:18]3[CH:19]=[N:20][N:21]([CH:23]([CH3:25])[CH3:24])[CH:22]=3)[CH:3]=[C:2]([NH:26][C:27]3[CH:32]=[N:31][CH:30]=[CH:29][N:28]=3)[N:7]=2)[CH3:10])=[CH:12][CH:13]=1. Reactant: Cl[C:2]1[N:7]=[C:6]([NH:8][C@H:9]([C:11]2[CH:16]=[CH:15][C:14]([F:17])=[CH:13][CH:12]=2)[CH3:10])[CH:5]=[C:4]([C:18]2[CH:19]=[N:20][N:21]([CH:23]([CH3:25])[CH3:24])[CH:22]=2)[CH:3]=1.[NH2:26][C:27]1[CH:32]=[N:31][CH:30]=[CH:29][N:28]=1.C1(P(C2CCCCC2)C2C=CC=CC=2C2C(C(C)C)=CC(C(C)C)=CC=2C(C)C)CCCCC1.CC(C)([O-])C.[Na+]. (2) Reactant: [F:1][C:2]1[CH:11]=[CH:10][CH:9]=[C:8]([CH:12]=C)[C:3]=1[C:4]([O:6][CH3:7])=[O:5].[O:14]=[O+][O-].CSC. Product: [F:1][C:2]1[CH:11]=[CH:10][CH:9]=[C:8]([CH:12]=[O:14])[C:3]=1[C:4]([O:6][CH3:7])=[O:5]. The catalyst class is: 4. (3) Reactant: I[C:2]1[C:10]2[C:5](=[N:6][CH:7]=[N:8][C:9]=2[NH2:11])[NH:4][N:3]=1.[F:12][C:13]1[CH:14]=[C:15](B(O)O)[CH:16]=[C:17]([O:19][CH3:20])[CH:18]=1. Product: [F:12][C:13]1[CH:14]=[C:15]([C:2]2[C:10]3[C:5](=[N:6][CH:7]=[N:8][C:9]=3[NH2:11])[NH:4][N:3]=2)[CH:16]=[C:17]([O:19][CH3:20])[CH:18]=1. The catalyst class is: 151. (4) Reactant: [Br:1][C:2]1[CH:3]=[C:4]2[C:9](Cl)=[C:8]([C:11]([NH2:13])=[O:12])[CH:7]=[N:6][N:5]2[CH:14]=1.[OH:15][C:16]12[CH2:26][CH:20]3[CH2:21][C:22]([OH:25])([CH2:24][C:18]([NH2:27])([CH2:19]3)[CH2:17]1)[CH2:23]2.CCN(C(C)C)C(C)C.O. Product: [Br:1][C:2]1[CH:3]=[C:4]2[C:9]([NH:27][C:18]34[CH2:24][C:22]5([OH:25])[CH2:21][CH:20]([CH2:26][C:16]([OH:15])([CH2:23]5)[CH2:17]3)[CH2:19]4)=[C:8]([C:11]([NH2:13])=[O:12])[CH:7]=[N:6][N:5]2[CH:14]=1. The catalyst class is: 3. (5) Reactant: [Cl:1][C:2]1[CH:8]=[CH:7][C:5]([NH2:6])=[C:4]([F:9])[CH:3]=1.C(=O)=O.CC(C)=O.C([Li])CCC.Cl[Si](C)(C)CC[Si](Cl)(C)C.[CH2:32]([O:34][C:35](Cl)=[O:36])[CH3:33]. Product: [CH2:32]([O:34][C:35](=[O:36])[C:3]1[C:2]([Cl:1])=[CH:8][CH:7]=[C:5]([NH2:6])[C:4]=1[F:9])[CH3:33]. The catalyst class is: 7. (6) Reactant: COCCN(S(F)(F)F)CCOC.O[CH2:15][CH:16]([NH:24][C:25]1[CH:26]=[C:27]2[C:36](=[CH:37][CH:38]=1)[S:35][C:34]1[C:33]([C:39]3[NH:44][C:43](=[O:45])[CH:42]=[C:41]([N:46]4[CH2:51][CH2:50][O:49][CH2:48][CH2:47]4)[CH:40]=3)=[CH:32][CH:31]=[CH:30][C:29]=1[S:28]2)[CH2:17][N:18]1[CH2:23][CH2:22][O:21][CH2:20][CH2:19]1.C(=O)([O-])O.[Na+]. Product: [O:49]1[CH2:50][CH2:51][N:46]([C:41]2[CH:40]=[C:39]([C:33]3[C:34]4[S:35][C:36]5[C:27](=[CH:26][C:25]([N:24]6[CH2:15][CH:16]6[CH2:17][N:18]6[CH2:23][CH2:22][O:21][CH2:20][CH2:19]6)=[CH:38][CH:37]=5)[S:28][C:29]=4[CH:30]=[CH:31][CH:32]=3)[NH:44][C:43](=[O:45])[CH:42]=2)[CH2:47][CH2:48]1. The catalyst class is: 4. (7) Reactant: C([N:8]1[CH2:13][CH2:12][N:11](CC2C=CC=CC=2)[CH2:10][CH:9]1[CH:21]([F:23])[F:22])C1C=CC=CC=1.OCC1(OC[C@@H](O)[C@@H](O)[C@H]1O)O. Product: [F:22][CH:21]([F:23])[CH:9]1[CH2:10][NH:11][CH2:12][CH2:13][NH:8]1. The catalyst class is: 320.